Dataset: Reaction yield outcomes from USPTO patents with 853,638 reactions. Task: Predict the reaction yield, written as a fraction of the theoretical maximum amount of product (1.0 means a 100% yield; for example, 0.34 means a 34% yield). (1) The reactants are [CH3:1][N:2]([CH3:17])[C:3](=O)[CH2:4][O:5][C:6]1[CH:15]=[CH:14][C:9]([C:10](OC)=[O:11])=[CH:8][CH:7]=1.[H-].[H-].[H-].[H-].[Li+].[Al+3].S([O-])([O-])(=O)=O.[Na+].[Na+].[H][H]. The catalyst is C1COCC1.C(OCC)C. The product is [CH3:1][N:2]([CH3:17])[CH2:3][CH2:4][O:5][C:6]1[CH:7]=[CH:8][C:9]([CH2:10][OH:11])=[CH:14][CH:15]=1. The yield is 1.00. (2) The reactants are [I:1][C:2]1[CH:11]=[N:10][C:5]2[NH:6][CH2:7][CH2:8][NH:9][C:4]=2[CH:3]=1.[C:12](Cl)(=[O:19])[C:13]1[CH:18]=[CH:17][CH:16]=[CH:15][CH:14]=1. No catalyst specified. The product is [I:1][C:2]1[CH:11]=[N:10][C:5]2[NH:6][CH2:7][CH2:8][N:9]([C:12]([C:13]3[CH:18]=[CH:17][CH:16]=[CH:15][CH:14]=3)=[O:19])[C:4]=2[CH:3]=1. The yield is 0.610. (3) The reactants are [CH:1]([N:4]1[C:8]([CH:9]2[CH2:14][CH2:13][N:12]([CH:15]3[CH2:18][O:17][CH2:16]3)[CH2:11][CH2:10]2)=[CH:7][C:6]([C:19]2[CH:20]=[C:21]([C:26]([F:29])([F:28])[F:27])[C:22]([NH2:25])=[N:23][CH:24]=2)=[N:5]1)([CH3:3])[CH3:2].[CH:30]1(N2C(C3CCN(C4COC4)CC3)=CC(I)=N2)CCC[CH2:31]1. No catalyst specified. The product is [CH:1]1([N:4]2[C:8]([CH:9]3[CH2:14][CH2:13][N:12]([CH:15]4[CH2:18][O:17][CH2:16]4)[CH2:11][CH2:10]3)=[CH:7][C:6]([C:19]3[CH:20]=[C:21]([C:26]([F:28])([F:29])[F:27])[C:22]([NH2:25])=[N:23][CH:24]=3)=[N:5]2)[CH2:3][CH2:31][CH2:30][CH2:2]1. The yield is 0.0450. (4) The reactants are Br[C:2]1[N:6]=[C:5](/[C:7](/[CH3:20])=[CH:8]/[C:9]2[N:19]=[C:12]3[C:13]([CH3:18])=[N:14][CH:15]=[C:16]([CH3:17])[N:11]3[N:10]=2)[N:4]([CH3:21])[N:3]=1.[NH:22]1[CH2:26][CH2:25][CH2:24][CH2:23]1. No catalyst specified. The product is [CH3:17][C:16]1[N:11]2[N:10]=[C:9](/[CH:8]=[C:7](/[C:5]3[N:4]([CH3:21])[N:3]=[C:2]([N:22]4[CH2:26][CH2:25][CH2:24][CH2:23]4)[N:6]=3)\[CH3:20])[N:19]=[C:12]2[C:13]([CH3:18])=[N:14][CH:15]=1. The yield is 0.411.